From a dataset of Experimentally validated miRNA-target interactions with 360,000+ pairs, plus equal number of negative samples. Binary Classification. Given a miRNA mature sequence and a target amino acid sequence, predict their likelihood of interaction. (1) The miRNA is hsa-miR-889-5p with sequence AAUGGCUGUCCGUAGUAUGGUC. The protein sequence of the target gene is MASKRKSTTPCMIPVKTVVLPGASTEPQPVESLPEGPQQDLPSEAPDASSEAAPNPSSTDGSALANGHRSTLDGYVYCCKECEFRSQDVTHFIGHMNSEHTDFNKDPTFVCTGCSFLAKNPEGLSLHNAKCHSGEASFLWNVTKPDNHVVVEQSVPDSASSSVLAGESTTEGTEIIITKTPIMKIMKGKAEAKKIHMLKENAPNQPGSEALPKPLAGEREVKEGDHTFINGAAPGSQASAKSTKPPPAANGPLIGTVPVLPAGIAQFLSLQQQPPVHAQHHTHQPLPTSKTLPKVMIPLS.... Result: 0 (no interaction). (2) The miRNA is hsa-miR-4739 with sequence AAGGGAGGAGGAGCGGAGGGGCCCU. The protein sequence of the target gene is MASATAPAAAVPTLASPLEQLRHLAEELRLLLPRVRVGEAQETTEEFNREMFWRRLNEAAVTVSREATTLTIVFSQLPLPSPQETQKFCEQVHAAIKAFIAVYYLLPKDQGITLRKLVRGATLDIVDGMAQLMEVLSVTPTQSPENNDLISYNSVWVACQQMPQIPRDNKAAALLMLTKNVDFVKDAHEEMEQAVEECDPYSGLLNDTEENNSDNHNHEDDVLGFPSNQDLYWSEDDQELIIPCLALVRASKACLKKIRMLVAENGKKDQVAQLDDIVDISDEISPSVDDLALSIYPPMC.... Result: 0 (no interaction).